This data is from Forward reaction prediction with 1.9M reactions from USPTO patents (1976-2016). The task is: Predict the product of the given reaction. Given the reactants Br[C:2]1[CH:3]=[C:4]([CH:27]=[CH:28][CH:29]=1)[C:5]([NH:7][C:8]1[C:17]2[C:12](=[CH:13][CH:14]=[CH:15][CH:16]=2)[C:11]([O:18][CH2:19][CH2:20][N:21]2[CH2:26][CH2:25][O:24][CH2:23][CH2:22]2)=[CH:10][CH:9]=1)=[O:6].[F:30][C:31]([F:43])([F:42])[O:32][C:33]1[CH:38]=[CH:37][C:36](B(O)O)=[CH:35][CH:34]=1, predict the reaction product. The product is: [N:21]1([CH2:20][CH2:19][O:18][C:11]2[C:12]3[C:17](=[CH:16][CH:15]=[CH:14][CH:13]=3)[C:8]([NH:7][C:5]([C:4]3[CH:3]=[C:2]([C:36]4[CH:35]=[CH:34][C:33]([O:32][C:31]([F:30])([F:42])[F:43])=[CH:38][CH:37]=4)[CH:29]=[CH:28][CH:27]=3)=[O:6])=[CH:9][CH:10]=2)[CH2:26][CH2:25][O:24][CH2:23][CH2:22]1.